This data is from CYP2C9 inhibition data for predicting drug metabolism from PubChem BioAssay. The task is: Regression/Classification. Given a drug SMILES string, predict its absorption, distribution, metabolism, or excretion properties. Task type varies by dataset: regression for continuous measurements (e.g., permeability, clearance, half-life) or binary classification for categorical outcomes (e.g., BBB penetration, CYP inhibition). Dataset: cyp2c9_veith. (1) The drug is CCCCCNCc1cccc(Br)c1.Cl. The result is 0 (non-inhibitor). (2) The compound is CC1(CCC(=O)OC2CCCCC2)OCCO1. The result is 0 (non-inhibitor). (3) The molecule is CC(C)(C)C1CCC2(CC1)NC(CO)(CO)CO2. The result is 0 (non-inhibitor).